This data is from Full USPTO retrosynthesis dataset with 1.9M reactions from patents (1976-2016). The task is: Predict the reactants needed to synthesize the given product. (1) Given the product [F:1][C:2]1[CH:10]=[C:9]2[C:5]([CH2:6][CH2:7][N:8]2[CH:11]2[CH2:16][CH2:15][N:14]([C:17]([NH:19][C:20]3[S:21][C:22]([CH2:25][CH2:26][OH:27])=[CH:23][N:24]=3)=[O:18])[CH2:13][CH2:12]2)=[CH:4][CH:3]=1, predict the reactants needed to synthesize it. The reactants are: [F:1][C:2]1[CH:10]=[C:9]2[C:5]([CH2:6][CH2:7][N:8]2[CH:11]2[CH2:16][CH2:15][N:14]([C:17]([NH:19][C:20]3[S:21][C:22]([CH2:25][C:26](OC)=[O:27])=[CH:23][N:24]=3)=[O:18])[CH2:13][CH2:12]2)=[CH:4][CH:3]=1.CC(C[AlH]CC(C)C)C.C(O)(=O)C(C(C(O)=O)O)O.[Na]. (2) Given the product [CH2:18]([N:10]1[C:9]2[CH:8]=[C:7]([C:25]([O:27][CH2:28][CH3:29])=[O:26])[CH:6]=[C:5]([OH:4])[C:13]=2[N:12]=[C:11]1[C:14]([CH3:15])([CH3:17])[CH3:16])[C:19]1[CH:20]=[CH:21][CH:22]=[CH:23][CH:24]=1, predict the reactants needed to synthesize it. The reactants are: C([O:4][C:5]1[C:13]2[N:12]=[C:11]([C:14]([CH3:17])([CH3:16])[CH3:15])[N:10]([CH2:18][C:19]3[CH:24]=[CH:23][CH:22]=[CH:21][CH:20]=3)[C:9]=2[CH:8]=[C:7]([C:25]([O:27][CH2:28][CH3:29])=[O:26])[CH:6]=1)(=O)C.C(=O)([O-])[O-].[K+].[K+]. (3) Given the product [Cl:36][C:18]1[CH:17]=[C:16]([NH:15][C:13]2[C:14]3[N:6]([CH2:5][CH2:4][NH:3][C:39](=[O:40])[C:38]([CH3:42])([S:43]([CH3:46])(=[O:45])=[O:44])[CH3:37])[CH:7]=[CH:8][C:9]=3[N:10]=[CH:11][N:12]=2)[CH:21]=[CH:20][C:19]=1[O:22][C:23]1[CH:28]=[CH:27][CH:26]=[C:25]([S:29]([CH2:32][CH:33]2[CH2:35][CH2:34]2)(=[O:31])=[O:30])[CH:24]=1, predict the reactants needed to synthesize it. The reactants are: Cl.Cl.[NH2:3][CH2:4][CH2:5][N:6]1[C:14]2[C:13]([NH:15][C:16]3[CH:21]=[CH:20][C:19]([O:22][C:23]4[CH:28]=[CH:27][CH:26]=[C:25]([S:29]([CH2:32][CH:33]5[CH2:35][CH2:34]5)(=[O:31])=[O:30])[CH:24]=4)=[C:18]([Cl:36])[CH:17]=3)=[N:12][CH:11]=[N:10][C:9]=2[CH:8]=[CH:7]1.[CH3:37][C:38]([S:43]([CH3:46])(=[O:45])=[O:44])([CH3:42])[C:39](O)=[O:40].Cl.C(N=C=NCCCN(C)C)C.O.ON1C2C=CC=CC=2N=N1. (4) Given the product [Br:1][C:2]1[CH:3]=[CH:4][C:5]2[N:6]([C:16]3[CH:23]=[CH:22][CH:21]=[C:18]([C:19]4[N:24]=[N:25][NH:26][N:20]=4)[CH:17]=3)[C:7]3[C:12]([C:13]=2[CH:14]=1)=[CH:11][C:10]([Br:15])=[CH:9][CH:8]=3, predict the reactants needed to synthesize it. The reactants are: [Br:1][C:2]1[CH:3]=[CH:4][C:5]2[N:6]([C:16]3[CH:17]=[C:18]([CH:21]=[CH:22][CH:23]=3)[C:19]#[N:20])[C:7]3[C:12]([C:13]=2[CH:14]=1)=[CH:11][C:10]([Br:15])=[CH:9][CH:8]=3.[N-:24]=[N+:25]=[N-:26].[Na+].[Cl-].[NH4+].Cl. (5) Given the product [C:1]([O:5][C:6](=[O:22])[NH:7][CH2:8][CH2:9][N:10]1[CH2:11][CH2:12][CH:13]([CH2:16][CH2:17][CH2:18][CH2:19][NH2:20])[CH2:14][CH2:15]1)([CH3:4])([CH3:2])[CH3:3], predict the reactants needed to synthesize it. The reactants are: [C:1]([O:5][C:6](=[O:22])[NH:7][CH2:8][CH2:9][N:10]1[CH2:15][CH2:14][CH:13]([CH2:16][CH2:17][CH2:18][C:19](=O)[NH2:20])[CH2:12][CH2:11]1)([CH3:4])([CH3:3])[CH3:2]. (6) The reactants are: [CH2:1]([O:3][C:4](=[O:26])[CH2:5][C:6]1[CH:7]=[C:8]([C:14]2[CH:19]=[CH:18][C:17]([C:20]([F:23])([F:22])[F:21])=[CH:16][C:15]=2[CH2:24]Br)[C:9]([O:12][CH3:13])=[CH:10][CH:11]=1)[CH3:2].[CH3:27][C:28]1[S:32][C:31]([SH:33])=[N:30][N:29]=1. Given the product [CH2:1]([O:3][C:4](=[O:26])[CH2:5][C:6]1[CH:7]=[C:8]([C:14]2[CH:19]=[CH:18][C:17]([C:20]([F:23])([F:22])[F:21])=[CH:16][C:15]=2[CH2:24][S:33][C:31]2[S:32][C:28]([CH3:27])=[N:29][N:30]=2)[C:9]([O:12][CH3:13])=[CH:10][CH:11]=1)[CH3:2], predict the reactants needed to synthesize it. (7) Given the product [Cl:25][C:26]1[N:30]2[CH:31]=[C:32]([C:39]3[CH:43]=[CH:42][O:41][CH:40]=3)[CH:33]=[C:34]([C:35]([F:37])([F:38])[F:36])[C:29]2=[N:28][C:27]=1[C:44]([N:57]1[CH2:58][CH2:59][CH:55]([C:52]2[CH:53]=[CH:54][C:49]([O:48][CH3:47])=[CH:50][CH:51]=2)[CH2:56]1)=[O:46], predict the reactants needed to synthesize it. The reactants are: CN(C(ON1N=NC2C=CC=NC1=2)=[N+](C)C)C.F[P-](F)(F)(F)(F)F.[Cl:25][C:26]1[N:30]2[CH:31]=[C:32]([C:39]3[CH:43]=[CH:42][O:41][CH:40]=3)[CH:33]=[C:34]([C:35]([F:38])([F:37])[F:36])[C:29]2=[N:28][C:27]=1[C:44]([OH:46])=O.[CH3:47][O:48][C:49]1[CH:54]=[CH:53][C:52]([CH:55]2[CH2:59][CH2:58][NH:57][CH2:56]2)=[CH:51][CH:50]=1. (8) Given the product [CH3:8][N:6]1[C:5](=[O:9])[CH:4]=[CH:3][C:2]([C:20]2[CH:21]=[C:16]([NH:15][S:12]([CH3:11])(=[O:13])=[O:14])[CH:17]=[CH:18][CH:19]=2)=[CH:7]1, predict the reactants needed to synthesize it. The reactants are: Br[C:2]1[C:3](C)=[CH:4][C:5](=[O:9])[N:6]([CH3:8])[CH:7]=1.[CH3:11][S:12]([NH:15][C:16]1[CH:17]=[C:18](B(O)O)[CH:19]=[CH:20][CH:21]=1)(=[O:14])=[O:13]. (9) Given the product [CH2:1]([O:3][C:4](=[O:16])[C:5]1[CH:10]=[CH:9][CH:8]=[C:7]([S:11][C:12]2[C:22]3[C:21](=[CH:20][C:19]([Cl:18])=[CH:24][CH:23]=3)[NH:25][C:13]=2[CH3:14])[CH:6]=1)[CH3:2], predict the reactants needed to synthesize it. The reactants are: [CH2:1]([O:3][C:4](=[O:16])[C:5]1[CH:10]=[CH:9][CH:8]=[C:7]([S:11][CH2:12][C:13](=O)[CH3:14])[CH:6]=1)[CH3:2].Cl.[Cl:18][C:19]1[CH:20]=[C:21]([NH:25]N)[CH:22]=[CH:23][CH:24]=1. (10) Given the product [F:1][C:2]1[CH:10]=[CH:9][C:8]([F:11])=[CH:7][C:3]=1[C:4]1[O:6][N:26]=[C:30]([C:21]([O:16][CH2:12][CH3:13])=[O:22])[N:32]=1, predict the reactants needed to synthesize it. The reactants are: [F:1][C:2]1[CH:10]=[CH:9][C:8]([F:11])=[CH:7][C:3]=1[C:4]([OH:6])=O.[C:12](Cl)(=[O:16])[C:13](Cl)=O.CN([CH:21]=[O:22])C.C([N:26]([CH2:30]C)C(C)C)(C)C.[N:32]1C=CC=CC=1.